Dataset: Catalyst prediction with 721,799 reactions and 888 catalyst types from USPTO. Task: Predict which catalyst facilitates the given reaction. (1) Reactant: [O:1]1[C:5]2[CH:6]=[CH:7][CH:8]=[CH:9][C:4]=2[CH:3]=[C:2]1[C:10]1[CH:22]=[CH:21][C:13]([C:14]([O:16]C(C)(C)C)=[O:15])=[C:12]([NH:23][C:24](=[O:33])[C:25]2[CH:30]=[CH:29][CH:28]=[C:27]([CH3:31])[C:26]=2[CH3:32])[CH:11]=1. Product: [O:1]1[C:5]2[CH:6]=[CH:7][CH:8]=[CH:9][C:4]=2[CH:3]=[C:2]1[C:10]1[CH:22]=[CH:21][C:13]([C:14]([OH:16])=[O:15])=[C:12]([NH:23][C:24](=[O:33])[C:25]2[CH:30]=[CH:29][CH:28]=[C:27]([CH3:31])[C:26]=2[CH3:32])[CH:11]=1. The catalyst class is: 55. (2) The catalyst class is: 67. Reactant: [Cl:1][C:2]1[C:7]([C:8]([NH:10][C:11]2[CH:12]=[C:13]3[C:19]([O:20][CH3:21])=[N:18][N:17](CC4C=CC(OC)=CC=4)[C:14]3=[N:15][CH:16]=2)=[O:9])=[C:6]([F:31])[C:5]([NH:32][S:33]([CH2:36][CH2:37][CH3:38])(=[O:35])=[O:34])=[CH:4][CH:3]=1. Product: [Cl:1][C:2]1[C:7]([C:8]([NH:10][C:11]2[CH:12]=[C:13]3[C:19]([O:20][CH3:21])=[N:18][NH:17][C:14]3=[N:15][CH:16]=2)=[O:9])=[C:6]([F:31])[C:5]([NH:32][S:33]([CH2:36][CH2:37][CH3:38])(=[O:35])=[O:34])=[CH:4][CH:3]=1. (3) Reactant: CC([N:5]([C@H:9]([CH3:29])[C:10]([NH:12][C:13]1[CH:14]=[N:15][C:16]([O:19][C:20]2[CH:25]=[CH:24][C:23]([CH3:26])=[C:22]([O:27][CH3:28])[CH:21]=2)=[CH:17][CH:18]=1)=[O:11])C(=O)[O-])(C)C.C(O)(C(F)(F)F)=O. Product: [CH3:26][C:23]1[CH:24]=[CH:25][C:20]([O:19][C:16]2[N:15]=[CH:14][C:13]([NH:12][C:10](=[O:11])[C@@H:9]([CH3:29])[NH2:5])=[CH:18][CH:17]=2)=[CH:21][C:22]=1[O:27][CH3:28]. The catalyst class is: 4. (4) Reactant: [O:1]1[C:10]2[CH:9]=[C:8]([CH:11]=[O:12])[N:7]=[CH:6][C:5]=2[O:4][CH2:3][CH2:2]1.[CH3:13][Si:14]([CH2:17][Mg]Cl)([CH3:16])[CH3:15]. Product: [O:1]1[C:10]2[CH:9]=[C:8]([CH:11]([OH:12])[CH2:13][Si:14]([CH3:17])([CH3:16])[CH3:15])[N:7]=[CH:6][C:5]=2[O:4][CH2:3][CH2:2]1. The catalyst class is: 1. (5) Product: [C:18]([NH:3][CH:4]1[CH2:9][CH2:8][CH:7]([C:10]([OH:12])=[O:11])[CH2:6][CH2:5]1)([O:17][C:14]([CH3:16])([CH3:15])[CH3:13])=[O:19]. The catalyst class is: 127. Reactant: [OH-].[Na+].[NH2:3][CH:4]1[CH2:9][CH2:8][CH:7]([C:10]([OH:12])=[O:11])[CH2:6][CH2:5]1.[CH3:13][C:14]([O:17][C:18](O[C:18]([O:17][C:14]([CH3:16])([CH3:15])[CH3:13])=[O:19])=[O:19])([CH3:16])[CH3:15].Cl. (6) Reactant: [CH2:1]([O:3][C:4]([CH:6]1[CH2:11][CH2:10][N:9]([C:12]([O:14][C:15]([CH3:18])([CH3:17])[CH3:16])=[O:13])[CH2:8][CH2:7]1)=[O:5])[CH3:2].C[Si]([N-][Si](C)(C)C)(C)C.[Na+].[N+:29]([C:32]1[CH:39]=[CH:38][CH:37]=[CH:36][C:33]=1[CH2:34]Br)([O-:31])=[O:30]. Product: [CH2:1]([O:3][C:4]([C:6]1([CH2:34][C:33]2[CH:36]=[CH:37][CH:38]=[CH:39][C:32]=2[N+:29]([O-:31])=[O:30])[CH2:11][CH2:10][N:9]([C:12]([O:14][C:15]([CH3:17])([CH3:16])[CH3:18])=[O:13])[CH2:8][CH2:7]1)=[O:5])[CH3:2]. The catalyst class is: 7.